From a dataset of Forward reaction prediction with 1.9M reactions from USPTO patents (1976-2016). Predict the product of the given reaction. (1) Given the reactants [O:1]=[C:2]1[CH:7]=[CH:6][CH:5]=[CH:4][N:3]1[C:8]1[CH:15]=[CH:14][C:11]([CH2:12]Br)=[CH:10][CH:9]=1.C([N:35]1[CH:39]=[C:38]([CH2:40][C:41]2[CH:48]=[CH:47][C:44]([C:45]#[N:46])=[CH:43][CH:42]=2)[N:37]=[CH:36]1)(C1C=CC=CC=1)(C1C=CC=CC=1)C1C=CC=CC=1, predict the reaction product. The product is: [O:1]=[C:2]1[CH:7]=[CH:6][CH:5]=[CH:4][N:3]1[C:8]1[CH:15]=[CH:14][C:11]([CH2:12][N:37]2[C:38]([CH2:40][C:41]3[CH:48]=[CH:47][C:44]([C:45]#[N:46])=[CH:43][CH:42]=3)=[CH:39][N:35]=[CH:36]2)=[CH:10][CH:9]=1. (2) The product is: [Cl:22][C:20]1[CH:19]=[CH:18][C:17]([OH:23])=[C:16]([C:15]#[C:14][C:9]2[CH:8]=[C:7]([S:4]([CH2:1][CH2:2][CH3:3])(=[O:6])=[O:5])[CH:12]=[CH:11][C:10]=2[CH3:13])[CH:21]=1. Given the reactants [CH2:1]([S:4]([C:7]1[CH:12]=[CH:11][C:10]([CH3:13])=[C:9]([C:14]#[C:15][C:16]2[CH:21]=[C:20]([Cl:22])[CH:19]=[CH:18][C:17]=2[O:23]COC)[CH:8]=1)(=[O:6])=[O:5])[CH2:2][CH3:3].Cl, predict the reaction product. (3) Given the reactants C[N:2](C)/[CH:3]=[CH:4]/[C:5]([C:7]1[C:12](=[O:13])[CH:11]=[CH:10][N:9]([C:14]2[CH:19]=[CH:18][CH:17]=[C:16]([S:20]([CH3:23])(=[O:22])=[O:21])[CH:15]=2)[N:8]=1)=O.[O:25]1[C:30]2[CH:31]=[CH:32][C:33]([NH:35]N)=[CH:34][C:29]=2[O:28][CH2:27][CH2:26]1, predict the reaction product. The product is: [O:25]1[C:30]2[CH:31]=[CH:32][C:33]([N:35]3[C:5]([C:7]4[C:12](=[O:13])[CH:11]=[CH:10][N:9]([C:14]5[CH:19]=[CH:18][CH:17]=[C:16]([S:20]([CH3:23])(=[O:22])=[O:21])[CH:15]=5)[N:8]=4)=[CH:4][CH:3]=[N:2]3)=[CH:34][C:29]=2[O:28][CH2:27][CH2:26]1. (4) Given the reactants CN(C(ON1N=NC2C=CC=NC1=2)=[N+](C)C)C.F[P-](F)(F)(F)(F)F.Cl.[OH:26][C@H:27]1[CH2:31][NH:30][C@H:29]([C:32]([O:34][CH3:35])=[O:33])[CH2:28]1.[C:36]([O:40][C:41]([NH:43][CH:44]([C@H:48]([CH3:56])[CH2:49][CH:50]([CH3:55])[CH2:51][CH2:52][CH:53]=[CH2:54])[C:45](O)=[O:46])=[O:42])([CH3:39])([CH3:38])[CH3:37].CCN(CC)CC, predict the reaction product. The product is: [C:36]([O:40][C:41]([NH:43][C@@H:44]([C@H:48]([CH3:56])[CH2:49][CH:50]([CH3:55])[CH2:51][CH2:52][CH:53]=[CH2:54])[C:45]([N:30]1[CH2:31][C@H:27]([OH:26])[CH2:28][C@H:29]1[C:32]([O:34][CH3:35])=[O:33])=[O:46])=[O:42])([CH3:39])([CH3:38])[CH3:37]. (5) Given the reactants [CH3:1][O:2][C:3](=[O:14])[C:4]1[CH:9]=[C:8]([CH3:10])[CH:7]=[CH:6][C:5]=1[N+:11]([O-:13])=[O:12].[Br:15]N1C(C)(C)C(=O)N(Br)C1=O.N(C(C)(C)C#N)=NC(C)(C)C#N.CCCCCCC, predict the reaction product. The product is: [CH3:1][O:2][C:3](=[O:14])[C:4]1[CH:9]=[C:8]([CH2:10][Br:15])[CH:7]=[CH:6][C:5]=1[N+:11]([O-:13])=[O:12]. (6) The product is: [N:24]1([C:20]([C:12]2[N:13]=[C:14]3[CH:19]=[CH:18][CH:17]=[N:16][N:15]3[C:11]=2[C:4]2[CH:3]=[C:2]([F:1])[C:7]([O:8][CH3:9])=[C:6]([F:10])[CH:5]=2)=[O:22])[CH2:27][CH2:26][CH2:25]1. Given the reactants [F:1][C:2]1[CH:3]=[C:4]([C:11]2[N:15]3[N:16]=[CH:17][CH:18]=[CH:19][C:14]3=[N:13][C:12]=2[C:20]([OH:22])=O)[CH:5]=[C:6]([F:10])[C:7]=1[O:8][CH3:9].Cl.[NH:24]1[CH2:27][CH2:26][CH2:25]1.F[P-](F)(F)(F)(F)F.N1(OC(N(C)C)=[N+](C)C)C2N=CC=CC=2N=N1.C(N(CC)C(C)C)(C)C, predict the reaction product. (7) Given the reactants [CH:1]1[CH:2]=[CH:3][C:4]2[NH:11][C:9](=[O:10])[CH:8]=[C:7]([CH2:12][CH:13]([NH:17][C:18]([C:20]3[CH:21]=[CH:22][C:23]([Cl:26])=[CH:24][CH:25]=3)=[O:19])[C:14]([OH:16])=[O:15])[C:5]=2[CH:6]=1.[CH3:27][S:28][C:29]1[CH:36]=[CH:35][C:32]([CH2:33]Cl)=[CH:31][CH:30]=1, predict the reaction product. The product is: [Cl:26][C:23]1[CH:24]=[CH:25][C:20]([C:18]([NH:17][CH:13]([CH2:12][C:7]2[C:5]3[C:4](=[CH:3][CH:2]=[CH:1][CH:6]=3)[NH:11][C:9](=[O:10])[CH:8]=2)[C:14]([O:16][CH2:33][C:32]2[CH:35]=[CH:36][C:29]([S:28][CH3:27])=[CH:30][CH:31]=2)=[O:15])=[O:19])=[CH:21][CH:22]=1. (8) The product is: [OH:1][C@H:2]1[CH2:19][CH2:18][C@@:17]2([CH3:20])[C@@H:4]([CH2:5][CH2:6][C@:7]3([CH3:31])[C@@H:16]2[CH2:15][CH2:14][C@H:13]2[C@@:8]3([CH3:30])[CH2:9][CH2:10][C@@:11]3([C:27]([OH:29])=[O:28])[CH2:23][CH2:22][C@@H:21]([CH:24]([CH3:26])[CH3:25])[C@@H:12]32)[C:3]1([CH3:32])[CH3:33]. Given the reactants [OH:1][C@H:2]1[CH2:19][CH2:18][C@@:17]2([CH3:20])[C@@H:4]([CH2:5][CH2:6][C@:7]3([CH3:31])[C@@H:16]2[CH2:15][CH2:14][C@H:13]2[C@@:8]3([CH3:30])[CH2:9][CH2:10][C@@:11]3([C:27]([OH:29])=[O:28])[CH2:23][CH2:22][C@@H:21]([C:24]([CH3:26])=[CH2:25])[C@@H:12]32)[C:3]1([CH3:33])[CH3:32], predict the reaction product. (9) Given the reactants O[CH2:2][C:3]1([CH2:7][O:8][C:9]2[CH:10]=[N:11][C:12]([C:15]3[CH:16]=[C:17]([CH:32]=[CH:33][CH:34]=3)[CH2:18][C:19]3[C:24](=[O:25])[CH:23]=[CH:22][N:21]([C:26]4[CH:27]=[N:28][N:29]([CH3:31])[CH:30]=4)[N:20]=3)=[N:13][CH:14]=2)[CH2:6][O:5][CH2:4]1.CCN(S(F)(F)[F:41])CC, predict the reaction product. The product is: [F:41][CH2:2][C:3]1([CH2:7][O:8][C:9]2[CH:10]=[N:11][C:12]([C:15]3[CH:16]=[C:17]([CH:32]=[CH:33][CH:34]=3)[CH2:18][C:19]3[C:24](=[O:25])[CH:23]=[CH:22][N:21]([C:26]4[CH:27]=[N:28][N:29]([CH3:31])[CH:30]=4)[N:20]=3)=[N:13][CH:14]=2)[CH2:6][O:5][CH2:4]1. (10) Given the reactants [Br:1][C:2]1[C:3]([O:19]C)=[N:4][C:5]([NH:8][C:9]2[CH:14]=[C:13]([O:15][CH3:16])[CH:12]=[C:11]([O:17][CH3:18])[CH:10]=2)=[N:6][CH:7]=1.O.C([O-])(O)=O.[Na+], predict the reaction product. The product is: [Br:1][C:2]1[C:3]([OH:19])=[N:4][C:5]([NH:8][C:9]2[CH:10]=[C:11]([O:17][CH3:18])[CH:12]=[C:13]([O:15][CH3:16])[CH:14]=2)=[N:6][CH:7]=1.